Task: Predict the reactants needed to synthesize the given product.. Dataset: Full USPTO retrosynthesis dataset with 1.9M reactions from patents (1976-2016) (1) Given the product [NH2:30][C:21]1[C:20]2[N:19]=[CH:18][N:17]([CH2:16][CH2:15][CH2:14][CH2:13][NH:12][C:7](=[O:8])[C:6]3[CH:10]=[CH:11][C:3]([CH2:2][Cl:1])=[CH:4][CH:5]=3)[C:29]=2[C:28]2[CH:27]=[CH:26][CH:25]=[CH:24][C:23]=2[N:22]=1, predict the reactants needed to synthesize it. The reactants are: [Cl:1][CH2:2][C:3]1[CH:11]=[CH:10][C:6]([C:7](Cl)=[O:8])=[CH:5][CH:4]=1.[NH2:12][CH2:13][CH2:14][CH2:15][CH2:16][N:17]1[C:29]2[C:28]3[CH:27]=[CH:26][CH:25]=[CH:24][C:23]=3[N:22]=[C:21]([NH2:30])[C:20]=2[N:19]=[CH:18]1. (2) Given the product [CH3:33][O:34][CH2:35][CH2:36][N:37]([CH3:38])[C:26](=[O:27])[CH2:25][CH2:24][CH2:23][O:22][C:21]1[CH:20]=[CH:19][C:18]([CH:15]2[CH2:16][CH2:17][N:12]([C:9]3[CH:10]=[CH:11][C:6]4[N:7]([C:3]([C:2]([F:31])([F:1])[F:32])=[N:4][N:5]=4)[N:8]=3)[CH2:13][CH2:14]2)=[CH:30][CH:29]=1, predict the reactants needed to synthesize it. The reactants are: [F:1][C:2]([F:32])([F:31])[C:3]1[N:7]2[N:8]=[C:9]([N:12]3[CH2:17][CH2:16][CH:15]([C:18]4[CH:30]=[CH:29][C:21]([O:22][CH2:23][CH2:24][CH2:25][C:26](O)=[O:27])=[CH:20][CH:19]=4)[CH2:14][CH2:13]3)[CH:10]=[CH:11][C:6]2=[N:5][N:4]=1.[CH3:33][O:34][CH2:35][CH2:36][NH:37][CH3:38]. (3) Given the product [F:1][C:2]1[CH:7]=[CH:6][CH:5]=[CH:4][C:3]=1[C:8]1[C:16]2[O:15][CH:14]([CH2:17][NH:36][CH3:35])[CH2:13][C:12]=2[CH:11]=[C:10]([C:29]2[CH:34]=[CH:33][CH:32]=[CH:31][CH:30]=2)[CH:9]=1, predict the reactants needed to synthesize it. The reactants are: [F:1][C:2]1[CH:7]=[CH:6][CH:5]=[CH:4][C:3]=1[C:8]1[C:16]2[O:15][CH:14]([CH2:17]OS(C3C=CC(C)=CC=3)(=O)=O)[CH2:13][C:12]=2[CH:11]=[C:10]([C:29]2[CH:34]=[CH:33][CH:32]=[CH:31][CH:30]=2)[CH:9]=1.[CH3:35][NH2:36]. (4) Given the product [NH2:27][C:28]1[C:33]([N+:34]([O-:36])=[O:35])=[C:32]([N:52]2[CH2:51][CH2:50][N:49]([C:47]([C:44]3[CH:45]=[CH:46][C:41]([O:40][CH3:39])=[CH:42][CH:43]=3)=[O:48])[CH2:54][CH2:53]2)[C:31]([Cl:38])=[CH:30][N:29]=1, predict the reactants needed to synthesize it. The reactants are: NC1C([N+]([O-])=O)=C(N2CCN(CC(NC3SC=CN=3)=O)CC2)C(Cl)=CN=1.[NH2:27][C:28]1[C:33]([N+:34]([O-:36])=[O:35])=[C:32](Cl)[C:31]([Cl:38])=[CH:30][N:29]=1.[CH3:39][O:40][C:41]1[CH:46]=[CH:45][C:44]([C:47]([N:49]2[CH2:54][CH2:53][NH:52][CH2:51][CH2:50]2)=[O:48])=[CH:43][CH:42]=1. (5) Given the product [CH3:43][O:42][C:40]1[CH:39]=[CH:38][C:36]2[NH:37][C:33]([C:30]3[CH:29]=[CH:28][C:27]([C:26]4[N:44]=[C:7]([C:6]5[CH:5]=[CH:4][C:3]([O:2][CH3:1])=[CH:11][CH:10]=5)[O:9][N:25]=4)=[CH:32][CH:31]=3)=[N:34][C:35]=2[CH:41]=1, predict the reactants needed to synthesize it. The reactants are: [CH3:1][O:2][C:3]1[CH:11]=[CH:10][C:6]([C:7]([OH:9])=O)=[CH:5][CH:4]=1.C(C1NC=CN=1)(C1NC=CN=1)=O.O/[N:25]=[C:26](\[NH2:44])/[C:27]1[CH:32]=[CH:31][C:30]([C:33]2[NH:37][C:36]3[CH:38]=[CH:39][C:40]([O:42][CH3:43])=[CH:41][C:35]=3[N:34]=2)=[CH:29][CH:28]=1.